This data is from Forward reaction prediction with 1.9M reactions from USPTO patents (1976-2016). The task is: Predict the product of the given reaction. (1) Given the reactants [Cl:1][C:2]1[C:3]([Cl:20])=[C:4](Cl)[C:5]2[O:10][CH:9]([C:11]([F:14])([F:13])[F:12])[C:8]([C:15]([OH:17])=[O:16])=[CH:7][C:6]=2[CH:18]=1.[ClH:21], predict the reaction product. The product is: [Cl:21][C:18]1[C:6]2[CH2:7][C@H:8]([C:15]([OH:17])=[O:16])[C@H:9]([C:11]([F:14])([F:13])[F:12])[O:10][C:5]=2[CH:4]=[C:3]([Cl:20])[C:2]=1[Cl:1]. (2) Given the reactants Br[C:2]1[C:3]([NH:9][C:10](=[O:25])[C:11](=[CH2:24])[CH:12]([C:14]2[CH:19]=[CH:18][C:17]([C:20]([O:22][CH3:23])=[O:21])=[CH:16][CH:15]=2)[CH3:13])=[N+:4]([O-:8])[CH:5]=[CH:6][CH:7]=1.C(=O)([O-])[O-].[Cs+].[Cs+], predict the reaction product. The product is: [CH3:23][O:22][C:20]([C:17]1[CH:16]=[C:15]2[C:14](=[CH:19][CH:18]=1)[CH:12]([CH3:13])[C:11]1([C:2]3[C:3](=[N+:4]([O-:8])[CH:5]=[CH:6][CH:7]=3)[NH:9][C:10]1=[O:25])[CH2:24]2)=[O:21]. (3) Given the reactants [NH:1]1[CH2:7][CH2:6][CH2:5][CH:4]([N:8]2[CH:12]=[C:11]([CH2:13][NH:14][C:15]3[CH:16]=[C:17]4[C:22](=[C:23]([Cl:25])[CH:24]=3)[N:21]=[CH:20][C:19]([C:26]#[N:27])=[C:18]4[NH:28][C:29]3[CH:34]=[CH:33][C:32]([F:35])=[C:31]([Cl:36])[CH:30]=3)[N:10]=[N:9]2)[CH2:3][CH2:2]1.Cl[CH:38](Cl)C.C=O.C(O[BH-](OC(=O)C)OC(=O)C)(=O)C.[Na+], predict the reaction product. The product is: [Cl:25][C:23]1[CH:24]=[C:15]([NH:14][CH2:13][C:11]2[N:10]=[N:9][N:8]([CH:4]3[CH2:5][CH2:6][CH2:7][N:1]([CH3:38])[CH2:2][CH2:3]3)[CH:12]=2)[CH:16]=[C:17]2[C:22]=1[N:21]=[CH:20][C:19]([C:26]#[N:27])=[C:18]2[NH:28][C:29]1[CH:34]=[CH:33][C:32]([F:35])=[C:31]([Cl:36])[CH:30]=1. (4) Given the reactants [Li+].CC([N-]C(C)C)C.[O:9]=[C:10]1[CH2:15][CH2:14][N:13]([C:16]([O:18][C:19]([CH3:22])([CH3:21])[CH3:20])=[O:17])[CH2:12][CH2:11]1.[F:23][C:24]([F:43])([F:42])[S:25](N(C1C=CC=CN=1)[S:25]([C:24]([F:43])([F:42])[F:23])(=[O:27])=[O:26])(=[O:27])=[O:26], predict the reaction product. The product is: [F:23][C:24]([F:43])([F:42])[S:25]([O:9][C:10]1[CH2:11][CH2:12][N:13]([C:16]([O:18][C:19]([CH3:22])([CH3:21])[CH3:20])=[O:17])[CH2:14][CH:15]=1)(=[O:27])=[O:26]. (5) Given the reactants [C:1](Cl)(=[O:3])[CH3:2].[NH2:5][C:6]1[CH:11]=[CH:10][C:9]([N:12]2[N:21]=[C:20]([Br:22])[C:19]3[C:14](=[CH:15][CH:16]=[CH:17][CH:18]=3)[C:13]2=[O:23])=[CH:8][CH:7]=1, predict the reaction product. The product is: [Br:22][C:20]1[C:19]2[C:14](=[CH:15][CH:16]=[CH:17][CH:18]=2)[C:13](=[O:23])[N:12]([C:9]2[CH:10]=[CH:11][C:6]([NH:5][C:1](=[O:3])[CH3:2])=[CH:7][CH:8]=2)[N:21]=1. (6) Given the reactants [OH:1][C@@H:2]([CH2:13][O:14][C:15]1[CH:24]=[CH:23][CH:22]=[C:21]2[C:16]=1[CH:17]=[CH:18][CH:19]=[N:20]2)[CH2:3][N:4]1[CH2:9][CH2:8][CH:7]([C:10]([O-:12])=O)[CH2:6][CH2:5]1.[Li+].[CH2:26]([NH:33][CH2:34][C:35]1[CH:40]=[CH:39][CH:38]=[CH:37][CH:36]=1)[C:27]1[CH:32]=[CH:31][CH:30]=[CH:29][CH:28]=1.C(N(CC)C(C)C)(C)C.C1CN([P+](ON2N=NC3C=CC=CC2=3)(N2CCCC2)N2CCCC2)CC1.F[P-](F)(F)(F)(F)F, predict the reaction product. The product is: [CH2:34]([N:33]([CH2:26][C:27]1[CH:32]=[CH:31][CH:30]=[CH:29][CH:28]=1)[C:10]([CH:7]1[CH2:8][CH2:9][N:4]([CH2:3][C@@H:2]([OH:1])[CH2:13][O:14][C:15]2[CH:24]=[CH:23][CH:22]=[C:21]3[C:16]=2[CH:17]=[CH:18][CH:19]=[N:20]3)[CH2:5][CH2:6]1)=[O:12])[C:35]1[CH:40]=[CH:39][CH:38]=[CH:37][CH:36]=1. (7) Given the reactants [CH2:1]([O:3][C:4]([C:6]1[CH:11]=[CH:10][CH:9]=[C:8]([S:12][C:13]2[C:21]3[C:16](=[C:17]([F:23])[C:18]([Cl:22])=[CH:19][CH:20]=3)[NH:15][C:14]=2[CH3:24])[N:7]=1)=[O:5])[CH3:2].Br[C:26]1[CH:27]=[N:28][N:29]([CH2:31][CH3:32])[CH:30]=1, predict the reaction product. The product is: [CH2:1]([O:3][C:4]([C:6]1[CH:11]=[CH:10][CH:9]=[C:8]([S:12][C:13]2[C:21]3[C:16](=[C:17]([F:23])[C:18]([Cl:22])=[CH:19][CH:20]=3)[N:15]([C:26]3[CH:27]=[N:28][N:29]([CH2:31][CH3:32])[CH:30]=3)[C:14]=2[CH3:24])[N:7]=1)=[O:5])[CH3:2]. (8) Given the reactants [NH2:1][C:2]1[O:3][CH2:4][C@:5]2([C:19]3[C:14](=[N:15][CH:16]=[C:17](Br)[CH:18]=3)[O:13][C:12]3[C:7]2=[CH:8][C:9]([OH:21])=[CH:10][CH:11]=3)[N:6]=1.CN(C1C(C2C(P(C3CCCCC3)C3CCCCC3)=CC=CC=2)=CC=CC=1)C.C[Si]([N-][Si](C)(C)C)(C)C.[Li+].[NH:60]1[CH2:65][CH2:64][O:63][CH2:62][CH2:61]1, predict the reaction product. The product is: [NH2:1][C:2]1[O:3][CH2:4][C@:5]2([C:19]3[C:14](=[N:15][CH:16]=[C:17]([N:60]4[CH2:65][CH2:64][O:63][CH2:62][CH2:61]4)[CH:18]=3)[O:13][C:12]3[C:7]2=[CH:8][C:9]([OH:21])=[CH:10][CH:11]=3)[N:6]=1.